Dataset: Reaction yield outcomes from USPTO patents with 853,638 reactions. Task: Predict the reaction yield, written as a fraction of the theoretical maximum amount of product (1.0 means a 100% yield; for example, 0.34 means a 34% yield). (1) The catalyst is C(Cl)Cl. The reactants are [Cl:1][CH:2]([CH3:7])[C:3]([NH:5][OH:6])=[NH:4].C(N(CC)CC)C.[CH3:15][C:16]1[CH:17]=[C:18]([CH:22]=[CH:23][CH:24]=1)[C:19](Cl)=O. The product is [Cl:1][CH:2]([C:3]1[N:4]=[C:15]([C:16]2[CH:17]=[C:18]([CH3:19])[CH:22]=[CH:23][CH:24]=2)[O:6][N:5]=1)[CH3:7]. The yield is 0.590. (2) The reactants are O.O=[CH:3][C:4]([OH:6])=[O:5].[NH2:7][C:8]1[CH:13]=[CH:12][CH:11]=[CH:10][CH:9]=1.[CH2:14]([O:21][C:22]1[N:27]=[CH:26][C:25](B(O)O)=[CH:24][CH:23]=1)[C:15]1[CH:20]=[CH:19][CH:18]=[CH:17][CH:16]=1. The catalyst is C(#N)C. The product is [CH2:14]([O:21][C:22]1[N:27]=[CH:26][C:25]([CH:3]([NH:7][C:8]2[CH:13]=[CH:12][CH:11]=[CH:10][CH:9]=2)[C:4]([OH:6])=[O:5])=[CH:24][CH:23]=1)[C:15]1[CH:16]=[CH:17][CH:18]=[CH:19][CH:20]=1. The yield is 0.315. (3) The reactants are Cl[C:2]1[CH:7]=[CH:6][C:5]([CH:8]2[CH2:12][CH2:11][CH:10]([C:13]3[CH:18]=[CH:17][C:16](Cl)=[C:15]([N+:20]([O-:22])=[O:21])[CH:14]=3)[N:9]2[C:23]2[CH:28]=[CH:27][C:26]([F:29])=[CH:25][CH:24]=2)=[CH:4][C:3]=1[N+:30]([O-:32])=[O:31].[CH3:33][O:34][C:35]1[CH:42]=[CH:41][C:38]([CH2:39][NH2:40])=[CH:37][CH:36]=1. The catalyst is ClCCl. The product is [F:29][C:26]1[CH:27]=[CH:28][C:23]([N:9]2[CH:10]([C:13]3[CH:18]=[CH:17][C:16]([NH:40][CH2:39][C:38]4[CH:41]=[CH:42][C:35]([O:34][CH3:33])=[CH:36][CH:37]=4)=[C:15]([N+:20]([O-:22])=[O:21])[CH:14]=3)[CH2:11][CH2:12][CH:8]2[C:5]2[CH:6]=[CH:7][C:2]([NH:40][CH2:39][C:38]3[CH:41]=[CH:42][C:35]([O:34][CH3:33])=[CH:36][CH:37]=3)=[C:3]([N+:30]([O-:32])=[O:31])[CH:4]=2)=[CH:24][CH:25]=1. The yield is 0.620. (4) The reactants are C(OP([CH2:9][C:10]#[N:11])(=O)OCC)C.C[Si]([N-][Si](C)(C)C)(C)C.[Li+].[CH3:22][O:23][C:24]1[CH:25]=[C:26]([C:32]([C:34]2[CH:44]=[CH:43][C:37]3[N:38]([CH3:42])[CH2:39][CH2:40][O:41][C:36]=3[CH:35]=2)=O)[CH:27]=[C:28]([O:30][CH3:31])[CH:29]=1. The catalyst is C1COCC1. The product is [CH3:22][O:23][C:24]1[CH:25]=[C:26]([C:32]([C:34]2[CH:44]=[CH:43][C:37]3[N:38]([CH3:42])[CH2:39][CH2:40][O:41][C:36]=3[CH:35]=2)=[CH:9][C:10]#[N:11])[CH:27]=[C:28]([O:30][CH3:31])[CH:29]=1. The yield is 0.550. (5) The reactants are [CH3:1][C:2]([Si:5]([CH3:37])([CH3:36])[O:6][CH2:7][C@@H:8]([O:10][C:11]1[CH:12]=[C:13]([CH:25]=[C:26]([O:28]CC2C=CC=CC=2)[CH:27]=1)[C:14]([NH:16][C:17]1[CH:21]=[CH:20][N:19]([CH:22]([CH3:24])[CH3:23])[N:18]=1)=[O:15])[CH3:9])([CH3:4])[CH3:3]. The catalyst is C1COCC1. The product is [CH3:1][C:2]([Si:5]([CH3:37])([CH3:36])[O:6][CH2:7][C@@H:8]([O:10][C:11]1[CH:12]=[C:13]([CH:25]=[C:26]([OH:28])[CH:27]=1)[C:14]([NH:16][C:17]1[CH:21]=[CH:20][N:19]([CH:22]([CH3:24])[CH3:23])[N:18]=1)=[O:15])[CH3:9])([CH3:4])[CH3:3]. The yield is 0.970. (6) The reactants are C1C=CC2N(O)[N:8]=[N:7]C=2C=1.CCN=C=NCCCN(C)C.[Cl:22][C:23]1[CH:24]=[C:25]([CH:29]=[CH:30][N:31]=1)[C:26](O)=[O:27].O.NN. The catalyst is C(#N)C. The product is [Cl:22][C:23]1[CH:24]=[C:25]([CH:29]=[CH:30][N:31]=1)[C:26]([NH:7][NH2:8])=[O:27]. The yield is 0.570. (7) The reactants are [CH2:1]([N:8]1[CH2:13][CH2:12][N:11]([C:14](=[O:36])[C@@H:15]([NH:23][CH2:24][C:25]2[CH:30]=[CH:29][C:28]([CH2:31][CH2:32][CH2:33][CH2:34][CH3:35])=[CH:27][CH:26]=2)[CH2:16][C:17]2[CH:22]=[CH:21][CH:20]=[CH:19][CH:18]=2)[CH2:10][CH2:9]1)[C:2]1[CH:7]=[CH:6][CH:5]=[CH:4][CH:3]=1.[F:37][C:38]([F:51])([F:50])[C:39]1[CH:40]=[C:41]([CH:47]=[CH:48][CH:49]=1)/[CH:42]=[CH:43]/[C:44](O)=[O:45]. No catalyst specified. The product is [CH2:16]([C@H:15]([N:23]([CH2:24][C:25]1[CH:26]=[CH:27][C:28]([CH2:31][CH2:32][CH2:33][CH2:34][CH3:35])=[CH:29][CH:30]=1)[C:44](=[O:45])[CH:43]=[CH:42][C:41]1[CH:47]=[CH:48][CH:49]=[C:39]([C:38]([F:50])([F:51])[F:37])[CH:40]=1)[C:14]([N:11]1[CH2:10][CH2:9][N:8]([CH2:1][C:2]2[CH:7]=[CH:6][CH:5]=[CH:4][CH:3]=2)[CH2:13][CH2:12]1)=[O:36])[C:17]1[CH:22]=[CH:21][CH:20]=[CH:19][CH:18]=1. The yield is 0.690. (8) The reactants are [CH2:1]([O:3][C:4](=[O:29])[CH2:5][CH2:6][C:7]1[N:8]([C:19]2[CH:24]=[CH:23][C:22]([C:25](=[O:27])[NH2:26])=[CH:21][C:20]=2[CH3:28])[C:9]([C:12]2[CH:17]=[CH:16][C:15]([NH2:18])=[CH:14][CH:13]=2)=[CH:10][CH:11]=1)[CH3:2].C(N(CC)CC)C.S([NH:47][N:48]=[CH:49][CH:50](Cl)Cl)(C1C=CC(C)=CC=1)(=O)=O. The catalyst is CO.O. The product is [CH2:1]([O:3][C:4](=[O:29])[CH2:5][CH2:6][C:7]1[N:8]([C:19]2[CH:24]=[CH:23][C:22]([C:25](=[O:27])[NH2:26])=[CH:21][C:20]=2[CH3:28])[C:9]([C:12]2[CH:13]=[CH:14][C:15]([N:18]3[CH:50]=[CH:49][N:48]=[N:47]3)=[CH:16][CH:17]=2)=[CH:10][CH:11]=1)[CH3:2]. The yield is 0.430. (9) The product is [Cl:19][C:14]1[CH:15]=[CH:16][CH:17]=[CH:18][C:13]=1[N:12]1[C:11](=[O:20])[C:10]2[C:5](=[CH:6][CH:7]=[C:8]([F:21])[CH:9]=2)[N:4]=[C:3]1[CH2:2][S:23][C:24]1[N:32]=[CH:31][N:30]=[C:29]2[C:25]=1[N:26]=[CH:27][NH:28]2. The reactants are Cl[CH2:2][C:3]1[N:12]([C:13]2[CH:18]=[CH:17][CH:16]=[CH:15][C:14]=2[Cl:19])[C:11](=[O:20])[C:10]2[C:5](=[CH:6][CH:7]=[C:8]([F:21])[CH:9]=2)[N:4]=1.O.[SH:23][C:24]1[N:32]=[CH:31][N:30]=[C:29]2[C:25]=1[NH:26][CH:27]=[N:28]2.C([O-])([O-])=O.[K+].[K+]. The catalyst is CN(C=O)C. The yield is 0.640. (10) The reactants are [CH2:1]([C:4]1[C:8]([CH2:9][CH2:10][CH2:11][OH:12])=[CH:7][N:6]([C:13]2[CH:18]=[CH:17][C:16]([C:19]([F:22])([F:21])[F:20])=[CH:15][N:14]=2)[N:5]=1)[CH2:2][CH3:3].O[C:24]1[CH:25]=[C:26]([CH2:32][C:33]([O:35]C)=[O:34])[CH:27]=[CH:28][C:29]=1[O:30][CH3:31].C(P(CCCC)CCCC)CCC.N(C(N1CCCCC1)=O)=NC(N1CCCCC1)=O. The catalyst is O1CCCC1. The product is [CH3:31][O:30][C:29]1[CH:24]=[CH:25][C:26]([CH2:32][C:33]([OH:35])=[O:34])=[CH:27][C:28]=1[O:12][CH2:11][CH2:10][CH2:9][C:8]1[C:4]([CH2:1][CH2:2][CH3:3])=[N:5][N:6]([C:13]2[CH:18]=[CH:17][C:16]([C:19]([F:21])([F:20])[F:22])=[CH:15][N:14]=2)[CH:7]=1. The yield is 0.580.